The task is: Predict which catalyst facilitates the given reaction.. This data is from Catalyst prediction with 721,799 reactions and 888 catalyst types from USPTO. (1) Reactant: [F:1][C:2]1[CH:7]=[CH:6][C:5]([CH2:8][C:9](Cl)=[O:10])=[CH:4][CH:3]=1. Product: [F:1][C:2]1[CH:7]=[CH:6][C:5]([CH2:8][C:9](=[O:10])[CH2:4][CH2:3][CH:2]=[CH2:7])=[CH:4][CH:3]=1. The catalyst class is: 28. (2) Reactant: Br[CH:2]([CH2:7][CH2:8][CH2:9]Br)[C:3]([O:5][CH3:6])=[O:4].C([O-])([O-])=O.[K+].[K+].[Br:17][C:18]1[CH:23]=[CH:22][C:21]([C@@H:24]([NH2:26])[CH3:25])=[CH:20][CH:19]=1.CCOC(C)=O. Product: [CH3:6][O:5][C:3]([C@@H:2]1[CH2:7][CH2:8][CH2:9][N:26]1[C@H:24]([C:21]1[CH:22]=[CH:23][C:18]([Br:17])=[CH:19][CH:20]=1)[CH3:25])=[O:4]. The catalyst class is: 144. (3) Reactant: C(O[BH-](OC(=O)C)OC(=O)C)(=O)C.[Na+].[CH3:15][C:16]1[CH:17]=[C:18]([CH:20]=[CH:21][CH:22]=1)[NH2:19].[CH:23](=O)[C:24]1[CH:29]=[CH:28][CH:27]=[CH:26][CH:25]=1.C(O)(=O)C. Product: [CH3:15][C:16]1[CH:17]=[C:18]([CH:20]=[CH:21][CH:22]=1)[NH:19][CH2:23][C:24]1[CH:29]=[CH:28][CH:27]=[CH:26][CH:25]=1. The catalyst class is: 5. (4) The catalyst class is: 8. Product: [ClH:1].[ClH:1].[CH3:2][O:3][C:4]1[CH:5]=[C:6]([C:14]2[CH:15]=[CH:16][C:17]([C:18]([N:20]3[CH2:21][CH2:22][N:23]([CH2:26][C:27]4[CH:32]=[CH:31][CH:30]=[C:29]([CH2:33][N:34]5[CH2:39][CH2:38][N:37]([C:40](=[O:59])[C:41]6[CH:46]=[CH:45][C:44]([C:47]7[CH:52]=[C:51]([O:53][CH3:54])[C:50]([O:55][CH3:56])=[C:49]([O:57][CH3:58])[CH:48]=7)=[CH:43][CH:42]=6)[CH2:36][CH2:35]5)[N:28]=4)[CH2:24][CH2:25]3)=[O:19])=[CH:60][CH:61]=2)[CH:7]=[C:8]([O:12][CH3:13])[C:9]=1[O:10][CH3:11]. Reactant: [ClH:1].[CH3:2][O:3][C:4]1[CH:5]=[C:6]([C:14]2[CH:61]=[CH:60][C:17]([C:18]([N:20]3[CH2:25][CH2:24][N:23]([CH2:26][C:27]4[CH:32]=[CH:31][CH:30]=[C:29]([CH2:33][N:34]5[CH2:39][CH2:38][N:37]([C:40](=[O:59])[C:41]6[CH:46]=[CH:45][C:44]([C:47]7[CH:52]=[C:51]([O:53][CH3:54])[C:50]([O:55][CH3:56])=[C:49]([O:57][CH3:58])[CH:48]=7)=[CH:43][CH:42]=6)[CH2:36][CH2:35]5)[N:28]=4)[CH2:22][CH2:21]3)=[O:19])=[CH:16][CH:15]=2)[CH:7]=[C:8]([O:12][CH3:13])[C:9]=1[O:10][CH3:11]. (5) Reactant: [CH3:1][N:2]([CH3:16])[CH2:3][C@H:4]([CH3:15])[C:5]([C:7]1[CH:12]=[CH:11][CH:10]=[C:9]([O:13][CH3:14])[CH:8]=1)=[O:6].B(O)(O)[C@H:18]1N(C([C@@H](N)C(C)C)=O)CC[CH2:19]1.CS(O)(=O)=O.C([Mg]Br)C.S([O-])(O)(=O)=O.[NH4+]. Product: [CH3:16][N:2]([CH3:1])[CH2:3][C@H:4]([CH3:15])[C@:5]([C:7]1[CH:12]=[CH:11][CH:10]=[C:9]([O:13][CH3:14])[CH:8]=1)([OH:6])[CH2:18][CH3:19]. The catalyst class is: 7. (6) Reactant: [CH3:1][Sn:2]([CH3:35])([CH3:34])[C:3]1[CH:8]=[CH:7][C:6]([C:9]2[CH:14]=[CH:13][C:12]([C:15]([NH:17][C@H:18]([C:23]([NH:25][C@H:26]([C:30]([O:32]C)=[O:31])[CH2:27][CH2:28][CH3:29])=[O:24])[CH2:19][CH:20]([CH3:22])[CH3:21])=[O:16])=[CH:11][CH:10]=2)=[CH:5][CH:4]=1.[Li]. Product: [CH3:35][Sn:2]([CH3:1])([CH3:34])[C:3]1[CH:4]=[CH:5][C:6]([C:9]2[CH:10]=[CH:11][C:12]([C:15]([NH:17][C@H:18]([C:23]([NH:25][C@H:26]([C:30]([OH:32])=[O:31])[CH2:27][CH2:28][CH3:29])=[O:24])[CH2:19][CH:20]([CH3:21])[CH3:22])=[O:16])=[CH:13][CH:14]=2)=[CH:7][CH:8]=1. The catalyst class is: 193. (7) Reactant: C([O:3][C:4]1[N:9]=[CH:8][C:7]([C:10]2[CH:18]=[C:17]3[C:13]([CH:14]=[N:15][NH:16]3)=[C:12]([NH:19][C:20]([C:22]3[N:23]=[C:24]([CH3:27])[S:25][CH:26]=3)=[O:21])[CH:11]=2)=[CH:6][C:5]=1[NH:28][S:29]([C:32]1[CH:37]=[CH:36][CH:35]=[CH:34][CH:33]=1)(=[O:31])=[O:30])C.C(O)(=O)C.Cl. Product: [OH:3][C:4]1[N:9]=[CH:8][C:7]([C:10]2[CH:18]=[C:17]3[C:13]([CH:14]=[N:15][NH:16]3)=[C:12]([NH:19][C:20]([C:22]3[N:23]=[C:24]([CH3:27])[S:25][CH:26]=3)=[O:21])[CH:11]=2)=[CH:6][C:5]=1[NH:28][S:29]([C:32]1[CH:37]=[CH:36][CH:35]=[CH:34][CH:33]=1)(=[O:30])=[O:31]. The catalyst class is: 6.